From a dataset of Reaction yield outcomes from USPTO patents with 853,638 reactions. Predict the reaction yield, written as a fraction of the theoretical maximum amount of product (1.0 means a 100% yield; for example, 0.34 means a 34% yield). (1) The reactants are Cl[C:2]1[C:11]2[C:6](=[CH:7][C:8]([O:15][CH3:16])=[C:9]([C:12]([NH2:14])=[O:13])[CH:10]=2)[N:5]=[CH:4][CH:3]=1.[S-2:17].[Na+].[Na+].Br[C:21]1[S:22][C:23]([N+:26]([O-:28])=[O:27])=[CH:24][CH:25]=1. The catalyst is CN(C)C=O. The product is [CH3:16][O:15][C:8]1[CH:7]=[C:6]2[C:11]([C:2]([S:17][C:21]3[S:22][C:23]([N+:26]([O-:28])=[O:27])=[CH:24][CH:25]=3)=[CH:3][CH:4]=[N:5]2)=[CH:10][C:9]=1[C:12]([NH2:14])=[O:13]. The yield is 0.390. (2) The reactants are [I:1][C:2]1[CH:3]=[CH:4][C:5]([NH:8][NH2:9])=[N:6][CH:7]=1.[N:10]1([CH2:16][CH2:17][O:18][C:19]2[CH:20]=[C:21]([CH:24]=[CH:25][CH:26]=2)[CH:22]=O)[CH2:15][CH2:14][O:13][CH2:12][CH2:11]1. The catalyst is CCO. The product is [I:1][C:2]1[CH:3]=[CH:4][C:5]([NH:8]/[N:9]=[CH:22]/[C:21]2[CH:24]=[CH:25][CH:26]=[C:19]([O:18][CH2:17][CH2:16][N:10]3[CH2:15][CH2:14][O:13][CH2:12][CH2:11]3)[CH:20]=2)=[N:6][CH:7]=1. The yield is 0.860. (3) The reactants are Br[C:2]1[CH:11]=[CH:10][C:5]([C:6]([O:8]C)=[O:7])=[CH:4][C:3]=1[O:12][CH3:13].[CH3:14][C:15]1[C:16](B(O)O)=[CH:17][S:18][CH:19]=1.C(=O)([O-])[O-].[K+].[K+].[OH-].[Na+]. The catalyst is C1(C)C=CC=CC=1.O.C1C=CC([P]([Pd]([P](C2C=CC=CC=2)(C2C=CC=CC=2)C2C=CC=CC=2)([P](C2C=CC=CC=2)(C2C=CC=CC=2)C2C=CC=CC=2)[P](C2C=CC=CC=2)(C2C=CC=CC=2)C2C=CC=CC=2)(C2C=CC=CC=2)C2C=CC=CC=2)=CC=1. The product is [CH3:13][O:12][C:3]1[CH:4]=[C:5]([CH:10]=[CH:11][C:2]=1[C:16]1[C:15]([CH3:14])=[CH:19][S:18][CH:17]=1)[C:6]([OH:8])=[O:7]. The yield is 0.710.